From a dataset of Aqueous solubility values for 9,982 compounds from the AqSolDB database. Regression/Classification. Given a drug SMILES string, predict its absorption, distribution, metabolism, or excretion properties. Task type varies by dataset: regression for continuous measurements (e.g., permeability, clearance, half-life) or binary classification for categorical outcomes (e.g., BBB penetration, CYP inhibition). For this dataset (solubility_aqsoldb), we predict Y. (1) The drug is C=C(C)OC(C)=O. The Y is -0.528 log mol/L. (2) The drug is CC(CC(C)O[N+](=O)O)O[N+](=O)O. The Y is -2.22 log mol/L. (3) The drug is CCCC(=O)OCn1cc(F)c(=O)[nH]c1=O. The Y is -1.31 log mol/L.